Predict the product of the given reaction. From a dataset of Forward reaction prediction with 1.9M reactions from USPTO patents (1976-2016). (1) Given the reactants [N+:1]([C:4]1[CH:13]=[CH:12][CH:11]=[C:10]2[C:5]=1[CH:6]=[CH:7][C:8](Cl)=[N:9]2)([O-])=O.[CH3:15][O:16][C:17]1[CH:18]=[CH:19][CH:20]=[C:21]2[C:25]=1[CH:24]([NH2:26])[CH2:23][CH2:22]2, predict the reaction product. The product is: [CH3:15][O:16][C:17]1[CH:18]=[CH:19][CH:20]=[C:21]2[C:25]=1[CH:24]([NH:26][C:8]1[CH:7]=[CH:6][C:5]3[C:4]([NH2:1])=[CH:13][CH:12]=[CH:11][C:10]=3[N:9]=1)[CH2:23][CH2:22]2. (2) Given the reactants [CH3:1][C:2]1[NH:3][C:4]2[C:5](=[O:14])[CH2:6][CH2:7][CH2:8][C:9]=2[C:10]=1[C:11]([OH:13])=O.[N:15]1([CH2:20][CH2:21][CH2:22][NH2:23])[CH2:19][CH2:18][CH2:17][CH2:16]1, predict the reaction product. The product is: [CH3:1][C:2]1[NH:3][C:4]2[C:5](=[O:14])[CH2:6][CH2:7][CH2:8][C:9]=2[C:10]=1[C:11]([NH:23][CH2:22][CH2:21][CH2:20][N:15]1[CH2:19][CH2:18][CH2:17][CH2:16]1)=[O:13]. (3) Given the reactants [F:1][C:2]([F:25])([F:24])[CH2:3][O:4][C:5]1[CH:23]=[CH:22][C:8]([C:9]([NH:11][CH2:12][CH2:13][NH:14]C(=O)OC(C)(C)C)=[O:10])=[CH:7][N:6]=1.[ClH:26], predict the reaction product. The product is: [ClH:26].[NH2:14][CH2:13][CH2:12][NH:11][C:9](=[O:10])[C:8]1[CH:22]=[CH:23][C:5]([O:4][CH2:3][C:2]([F:1])([F:24])[F:25])=[N:6][CH:7]=1.